This data is from Reaction yield outcomes from USPTO patents with 853,638 reactions. The task is: Predict the reaction yield, written as a fraction of the theoretical maximum amount of product (1.0 means a 100% yield; for example, 0.34 means a 34% yield). (1) The reactants are [F:1][C:2]1[CH:3]=[C:4]([CH:30]=[CH:31][CH:32]=1)[O:5][C:6]1[CH:29]=[CH:28][C:9]([O:10][C:11]2[N:19]=[CH:18][C:17]([N:20]3[CH2:27][CH:26]4[CH:22]([CH2:23][NH:24][CH2:25]4)[CH2:21]3)=[CH:16][C:12]=2[C:13]([NH2:15])=[O:14])=[CH:8][CH:7]=1.C(N(CC)C(C)C)(C)C.[C:42](Cl)(=[O:45])[CH:43]=[CH2:44]. The catalyst is C(Cl)Cl. The product is [C:42]([N:24]1[CH2:25][CH:26]2[CH2:27][N:20]([C:17]3[CH:18]=[N:19][C:11]([O:10][C:9]4[CH:28]=[CH:29][C:6]([O:5][C:4]5[CH:30]=[CH:31][CH:32]=[C:2]([F:1])[CH:3]=5)=[CH:7][CH:8]=4)=[C:12]([CH:16]=3)[C:13]([NH2:15])=[O:14])[CH2:21][CH:22]2[CH2:23]1)(=[O:45])[CH:43]=[CH2:44]. The yield is 0.367. (2) The reactants are [CH3:1][O:2][C:3]1[CH:4]=[C:5]([CH:8]=[CH:9][C:10]=1[O:11][CH2:12][C:13]1[N:14]=[C:15]([C:19]2[CH:24]=[CH:23][CH:22]=[CH:21][CH:20]=2)[O:16][C:17]=1[CH3:18])[CH2:6]O.S(Cl)([Cl:27])=O. No catalyst specified. The product is [Cl:27][CH2:6][C:5]1[CH:8]=[CH:9][C:10]([O:11][CH2:12][C:13]2[N:14]=[C:15]([C:19]3[CH:24]=[CH:23][CH:22]=[CH:21][CH:20]=3)[O:16][C:17]=2[CH3:18])=[C:3]([O:2][CH3:1])[CH:4]=1. The yield is 0.910. (3) The reactants are F[C:2]1[N:18]=[CH:17][CH:16]=[CH:15][C:3]=1[C:4]([NH:6][CH2:7][C:8]1[CH:13]=[CH:12][C:11]([F:14])=[CH:10][CH:9]=1)=[O:5].[ClH:19].Cl.[NH:21]1[C:25]2=[N:26][CH:27]=[CH:28][C:29]([O:30][C:31]3[CH:36]=[CH:35][C:34]([NH:37]C4N=CC=CC=4C(NC4C=CC=CC=4C)=O)=[CH:33][C:32]=3[F:54])=[C:24]2[CH:23]=[CH:22]1. No catalyst specified. The product is [ClH:19].[ClH:19].[NH:21]1[C:25]2=[N:26][CH:27]=[CH:28][C:29]([O:30][C:31]3[CH:36]=[CH:35][C:34]([NH:37][C:2]4[N:18]=[CH:17][CH:16]=[CH:15][C:3]=4[C:4]([NH:6][CH2:7][C:8]4[CH:13]=[CH:12][C:11]([F:14])=[CH:10][CH:9]=4)=[O:5])=[CH:33][C:32]=3[F:54])=[C:24]2[CH:23]=[CH:22]1. The yield is 0.350. (4) The catalyst is C(O)(=O)C.O. The yield is 0.477. The reactants are C[O:2][C:3]1[C:4](=O)[CH:5]([C:11](=O)[C:12]([O:14][CH2:15][CH3:16])=[O:13])[C:6]([CH3:10])([CH3:9])[CH2:7][CH:8]=1.[CH3:19][NH:20][NH2:21]. The product is [CH3:19][N:20]1[C:4]2[C:3](=[O:2])[CH2:8][CH2:7][C:6]([CH3:10])([CH3:9])[C:5]=2[C:11]([C:12]([O:14][CH2:15][CH3:16])=[O:13])=[N:21]1. (5) The reactants are C(OC([NH:11][C:12]1[CH:17]=[CH:16][C:15]([C:18]2[CH2:23][CH2:22][N:21]([C:24]([O:26][C:27]([CH3:30])([CH3:29])[CH3:28])=[O:25])[CH2:20][CH:19]=2)=[CH:14][C:13]=1[CH2:31][CH3:32])=O)C1C=CC=CC=1. The catalyst is C(O)C.[Pd]. The product is [NH2:11][C:12]1[CH:17]=[CH:16][C:15]([CH:18]2[CH2:19][CH2:20][N:21]([C:24]([O:26][C:27]([CH3:29])([CH3:28])[CH3:30])=[O:25])[CH2:22][CH2:23]2)=[CH:14][C:13]=1[CH2:31][CH3:32]. The yield is 0.610. (6) The reactants are [NH2:1][C:2]1[S:3][CH:4]=[C:5]([C:7]([O:9]C)=[O:8])[N:6]=1.Cl[C:12]([O:14][CH3:15])=[O:13].[OH-].[Li+]. The catalyst is N1C=CC=CC=1.C1COCC1.CO. The product is [CH3:15][O:14][C:12]([NH:1][C:2]1[S:3][CH:4]=[C:5]([C:7]([OH:9])=[O:8])[N:6]=1)=[O:13]. The yield is 0.760. (7) The reactants are [C:1]1([C:20]2[CH:25]=[CH:24][CH:23]=[CH:22][CH:21]=2)[CH:6]=[CH:5][C:4]([O:7][CH2:8][CH2:9][CH2:10][CH2:11]/[CH:12]=[CH:13]/[CH:14]([OH:19])[C:15]([F:18])([F:17])[F:16])=[CH:3][CH:2]=1.CC(OI1(OC(C)=O)(OC(C)=O)OC(=O)C2C=CC=CC1=2)=O. The catalyst is ClCCl.[OH-].[Na+].C(OCC)C. The product is [C:1]1([C:20]2[CH:21]=[CH:22][CH:23]=[CH:24][CH:25]=2)[CH:6]=[CH:5][C:4]([O:7][CH2:8][CH2:9][CH2:10][CH2:11]/[CH:12]=[CH:13]/[C:14](=[O:19])[C:15]([F:17])([F:18])[F:16])=[CH:3][CH:2]=1. The yield is 0.900.